From a dataset of Catalyst prediction with 721,799 reactions and 888 catalyst types from USPTO. Predict which catalyst facilitates the given reaction. (1) Reactant: [NH2:1][C:2]1[C:3]([C:7]2[N:8]([CH2:32][CH3:33])[C:9]3[C:14]([C:15]4[CH:16]=[C:17]([CH:20]=[CH:21][CH:22]=4)[CH:18]=O)=[C:13]([O:23][C:24]4[CH:29]=[CH:28][C:27]([F:30])=[CH:26][CH:25]=4)[N:12]=[CH:11][C:10]=3[N:31]=2)=[N:4][O:5][N:6]=1.[CH2:34]([NH2:36])[CH3:35].[BH-](OC(C)=O)(OC(C)=O)OC(C)=O.[Na+]. Product: [CH2:32]([N:8]1[C:9]2[C:14]([C:15]3[CH:22]=[CH:21][CH:20]=[C:17]([CH2:18][NH:36][CH2:34][CH3:35])[CH:16]=3)=[C:13]([O:23][C:24]3[CH:29]=[CH:28][C:27]([F:30])=[CH:26][CH:25]=3)[N:12]=[CH:11][C:10]=2[N:31]=[C:7]1[C:3]1[C:2]([NH2:1])=[N:6][O:5][N:4]=1)[CH3:33]. The catalyst class is: 5. (2) Reactant: [NH2:1][C:2]1[C:3]([C:9]#[N:10])=[N:4][C:5]([Br:8])=[CH:6][N:7]=1.Cl.[NH2:12][OH:13].C(N(CC)CC)C. Product: [NH2:1][C:2]1[C:3]([C:9](=[N:12][OH:13])[NH2:10])=[N:4][C:5]([Br:8])=[CH:6][N:7]=1. The catalyst class is: 5. (3) Reactant: [O:1]=[C:2]1[C:10]2[C:5](=[CH:6][CH:7]=[CH:8][CH:9]=2)[C:4](=[O:11])[N:3]1[CH2:12][CH2:13][CH2:14][C@H:15]([N:18](C)[C:19](=O)OCC1C=CC=CC=1)[CH2:16][OH:17].[H][H]. Product: [OH:17][CH2:16][C@@H:15]([NH:18][CH3:19])[CH2:14][CH2:13][CH2:12][N:3]1[C:4](=[O:11])[C:5]2[C:10](=[CH:9][CH:8]=[CH:7][CH:6]=2)[C:2]1=[O:1]. The catalyst class is: 19. (4) Reactant: C(OC([N:8]1[CH2:13][CH:12]=[C:11]([C:14]2[NH:33][C:17]3[N:18]=[CH:19][N:20]=[C:21]([NH:22][C:23]4[CH:24]=[C:25]5[C:29](=[CH:30][CH:31]=4)[NH:28][N:27]=[C:26]5[Cl:32])[C:16]=3[CH:15]=2)[CH2:10][CH2:9]1)=O)(C)(C)C.O1CCOCC1. Product: [ClH:32].[ClH:32].[ClH:32].[Cl:32][C:26]1[C:25]2[C:29](=[CH:30][CH:31]=[C:23]([NH:22][C:21]3[C:16]4[CH:15]=[C:14]([C:11]5[CH2:12][CH2:13][NH:8][CH2:9][CH:10]=5)[NH:33][C:17]=4[N:18]=[CH:19][N:20]=3)[CH:24]=2)[NH:28][N:27]=1. The catalyst class is: 33.